The task is: Predict the reaction yield, written as a fraction of the theoretical maximum amount of product (1.0 means a 100% yield; for example, 0.34 means a 34% yield).. This data is from Reaction yield outcomes from USPTO patents with 853,638 reactions. (1) The reactants are OO.O.[OH-].[Li+].[CH2:6]([S:26][C@H:27]([CH2:43][CH3:44])[C:28](N1[C@@H](C)[C@@H](C2C=CC=CC=2)OC1=O)=[O:29])[CH2:7][CH2:8][CH2:9]/[CH:10]=[CH:11]\[CH2:12]/[CH:13]=[CH:14]\[CH2:15]/[CH:16]=[CH:17]\[CH2:18]/[CH:19]=[CH:20]\[CH2:21]/[CH:22]=[CH:23]\[CH2:24][CH3:25].[O-:45]S([O-])=O.[Na+].[Na+].Cl. The catalyst is O1CCCC1.O. The product is [CH2:6]([S:26][C@H:27]([CH2:43][CH3:44])[C:28]([OH:29])=[O:45])[CH2:7][CH2:8][CH2:9]/[CH:10]=[CH:11]\[CH2:12]/[CH:13]=[CH:14]\[CH2:15]/[CH:16]=[CH:17]\[CH2:18]/[CH:19]=[CH:20]\[CH2:21]/[CH:22]=[CH:23]\[CH2:24][CH3:25]. The yield is 0.220. (2) The reactants are [C:1]([C:5]1[C:13]2[C:8](=[CH:9][CH:10]=[C:11]([N+:14]([O-])=O)[CH:12]=2)[NH:7][CH:6]=1)([CH3:4])([CH3:3])[CH3:2]. The catalyst is CO.[Ni]. The product is [C:1]([C:5]1[C:13]2[C:8](=[CH:9][CH:10]=[C:11]([NH2:14])[CH:12]=2)[NH:7][CH:6]=1)([CH3:4])([CH3:2])[CH3:3]. The yield is 0.190. (3) The reactants are [O:1]1[CH2:6][CH2:5][N:4]([C:7]2[CH:13]=[CH:12][C:10]([NH2:11])=[CH:9][CH:8]=2)[CH2:3][CH2:2]1.C(N(C(C)C)C(C)C)C.[CH2:23]([O:25][C:26]1[CH:27]=[C:28]2[C:33](=[C:34]([N:36]3[CH2:41][CH2:40][N:39]([CH3:42])[CH2:38][CH2:37]3)[CH:35]=1)[O:32][C:31]([C:43](Cl)=[O:44])=[CH:30][C:29]2=[O:46])[CH3:24]. The catalyst is C(Cl)Cl. The product is [N:4]1([C:7]2[CH:13]=[CH:12][C:10]([NH:11][C:43]([C:31]3[O:32][C:33]4[C:28]([C:29](=[O:46])[CH:30]=3)=[CH:27][C:26]([O:25][CH2:23][CH3:24])=[CH:35][C:34]=4[N:36]3[CH2:41][CH2:40][N:39]([CH3:42])[CH2:38][CH2:37]3)=[O:44])=[CH:9][CH:8]=2)[CH2:3][CH2:2][O:1][CH2:6][CH2:5]1. The yield is 0.160. (4) The reactants are [Cl:1][C:2]1[CH:3]=[C:4]2[C:8](=[CH:9][CH:10]=1)[NH:7][CH:6]=[CH:5]2.[CH3:11]C1C2C(=CC=CC=2)NC=1. No catalyst specified. The product is [Cl:1][C:2]1[CH:3]=[C:4]2[C:8](=[CH:9][CH:10]=1)[N:7]([CH3:11])[CH:6]=[CH:5]2. The yield is 0.910. (5) The reactants are SCC1(CC(O)=O)CC1.[OH-].[Na+:11].[Cl-].[Na+].C1(N)CCCCCCC1.[CH3:23][C:24]([OH:63])([C:26]1[CH:27]=[CH:28][CH:29]=[CH:30][C:31]=1[CH2:32][CH2:33][C@@H:34]([S:54][CH2:55][C:56]1([CH2:59][C:60]([OH:62])=[O:61])[CH2:58][CH2:57]1)[C:35]1[CH:36]=[CH:37][CH:38]=[C:39](/[CH:41]=[CH:42]/[C:43]2[CH:44]=[CH:45][C:46]3[CH:47]=[CH:48][C:49]([Cl:53])=[CH:50][C:51]=3[N:52]=2)[CH:40]=1)[CH3:25].C(O)(=O)CC(CC(O)=O)(C(O)=O)O. The catalyst is C1COCC1.ClCCl.C1(C)C=CC=CC=1.O.CN1C(=O)CCC1. The product is [CH3:25][C:24]([OH:63])([C:26]1[CH:27]=[CH:28][CH:29]=[CH:30][C:31]=1[CH2:32][CH2:33][C@@H:34]([S:54][CH2:55][C:56]1([CH2:59][C:60]([O-:62])=[O:61])[CH2:57][CH2:58]1)[C:35]1[CH:36]=[CH:37][CH:38]=[C:39](/[CH:41]=[CH:42]/[C:43]2[CH:44]=[CH:45][C:46]3[CH:47]=[CH:48][C:49]([Cl:53])=[CH:50][C:51]=3[N:52]=2)[CH:40]=1)[CH3:23].[Na+:11]. The yield is 0.990. (6) The reactants are [O:1]1[C:5]2[CH:6]=[CH:7][C:8]([CH:10]=[CH:11][C:12]([OH:14])=[O:13])=[CH:9][C:4]=2[O:3][CH2:2]1.[H][H]. The catalyst is C(O)C.[Pd]. The product is [O:1]1[C:5]2[CH:6]=[CH:7][C:8]([CH2:10][CH2:11][C:12]([OH:14])=[O:13])=[CH:9][C:4]=2[O:3][CH2:2]1. The yield is 0.800.